This data is from Forward reaction prediction with 1.9M reactions from USPTO patents (1976-2016). The task is: Predict the product of the given reaction. (1) The product is: [OH:5][CH2:4][C@@H:2]([NH:1][C:12](=[O:13])[O:14][CH3:15])[CH3:3]. Given the reactants [NH2:1][C@H:2]([CH2:4][OH:5])[CH3:3].C(=O)(O)[O-].[Na+].Cl[C:12]([O:14][CH3:15])=[O:13], predict the reaction product. (2) The product is: [CH2:1]([C:11]1[C:10]([CH2:6][CH:7]([CH3:9])[CH3:8])=[C:14]([CH3:15])[S:13][C:12]=1[C:16]([OH:18])=[O:17])[CH3:2]. Given the reactants [C:1]([Li])(C)(C)[CH3:2].[CH2:6]([C:10]1[CH:11]=[C:12]([C:16]([OH:18])=[O:17])[S:13][C:14]=1[CH3:15])[CH:7]([CH3:9])[CH3:8].ICC, predict the reaction product. (3) Given the reactants Br[C:2]1[C:3]([N:22]([CH2:24][CH2:25][OH:26])[CH3:23])=[N:4][CH:5]=[C:6]([CH:21]=1)[C:7]([NH:9][C:10]1[CH:15]=[CH:14][C:13]([O:16][C:17]([Cl:20])([F:19])[F:18])=[CH:12][CH:11]=1)=[O:8].CC1(C)C(C)(C)OB([C:35]2[CH:36]=[N:37][CH:38]=[C:39]([CH:42]=2)[C:40]#[N:41])O1, predict the reaction product. The product is: [Cl:20][C:17]([F:19])([F:18])[O:16][C:13]1[CH:14]=[CH:15][C:10]([NH:9][C:7]([C:6]2[CH:21]=[C:2]([C:35]3[CH:36]=[N:37][CH:38]=[C:39]([C:40]#[N:41])[CH:42]=3)[C:3]([N:22]([CH2:24][CH2:25][OH:26])[CH3:23])=[N:4][CH:5]=2)=[O:8])=[CH:11][CH:12]=1. (4) Given the reactants Br[C:2]1[N:3]=[C:4]([NH:11][C:12]2[CH:17]=[C:16]([O:18][CH3:19])[C:15]([O:20][CH3:21])=[C:14](OC)[CH:13]=2)[C:5]2[N:6]([CH:8]=[CH:9][N:10]=2)[CH:7]=1.CC1(C)C(C)(C)OB([C:32]2[CH:33]=[CH:34][C:35]3[S:39][CH:38]=[N:37][C:36]=3[CH:40]=2)O1, predict the reaction product. The product is: [S:39]1[C:35]2[CH:34]=[CH:33][C:32]([C:2]3[N:3]=[C:4]([NH:11][C:12]4[CH:13]=[CH:14][C:15]([O:20][CH3:21])=[C:16]([O:18][CH3:19])[CH:17]=4)[C:5]4[N:6]([CH:8]=[CH:9][N:10]=4)[CH:7]=3)=[CH:40][C:36]=2[N:37]=[CH:38]1. (5) Given the reactants [P:1]([NH2:4])([O-:3])[O-:2].CO[C:7](OC)([O:19][C:20]([C:33]1[CH:38]=CC=CC=1)(C1C=CC=CC=1)C1C=CC=CC=1)[CH:8]1[CH2:13]CC(CP(=O)([O-])O)CC1.C([NH+:43](CC)CC)C, predict the reaction product. The product is: [CH2:13]([NH2:43])[C:8]#[CH:7].[P:1]([NH2:4])(=[O:2])([O-:3])[O:19][CH2:20][C:33]#[CH:38]. (6) Given the reactants [CH3:1][O:2][CH2:3][C:4](=[O:10])[CH2:5][C:6]([O:8][CH3:9])=[O:7].[H-].[Na+].[CH3:13]I, predict the reaction product. The product is: [CH3:13][CH:5]([C:4](=[O:10])[CH2:3][O:2][CH3:1])[C:6]([O:8][CH3:9])=[O:7]. (7) Given the reactants [CH3:1][O:2][C:3](=[O:22])[CH2:4][C:5]1[CH:10]=[C:9](OS(C(F)(F)F)(=O)=O)[CH:8]=[C:7]([O:19][CH2:20][CH3:21])[CH:6]=1.[Na+].[Cl:24][C:25]1[CH:26]=[C:27]([S:31]([O-:33])=[O:32])[CH:28]=[CH:29][CH:30]=1.C1(C)C=CC=CC=1.CC1(C)C2C(=C(P(C3C=CC=CC=3)C3C=CC=CC=3)C=CC=2)OC2C(P(C3C=CC=CC=3)C3C=CC=CC=3)=CC=CC1=2.C(=O)([O-])[O-].[Cs+].[Cs+], predict the reaction product. The product is: [CH3:1][O:2][C:3](=[O:22])[CH2:4][C:5]1[CH:6]=[C:7]([O:19][CH2:20][CH3:21])[CH:8]=[C:9]([S:31]([C:27]2[CH:28]=[CH:29][CH:30]=[C:25]([Cl:24])[CH:26]=2)(=[O:33])=[O:32])[CH:10]=1. (8) Given the reactants [CH:1]1([C:4]2[CH:9]=[C:8]([CH:10]=[O:11])[C:7]([OH:12])=[CH:6][C:5]=2[C:13]2[CH:18]=[CH:17][C:16]([F:19])=[CH:15][CH:14]=2)[CH2:3][CH2:2]1.I[CH:21]([CH3:23])[CH3:22].C(=O)([O-])[O-].[Cs+].[Cs+], predict the reaction product. The product is: [CH:1]1([C:4]2[CH:9]=[C:8]([CH:10]=[O:11])[C:7]([O:12][CH:21]([CH3:23])[CH3:22])=[CH:6][C:5]=2[C:13]2[CH:14]=[CH:15][C:16]([F:19])=[CH:17][CH:18]=2)[CH2:2][CH2:3]1. (9) The product is: [ClH:38].[ClH:38].[CH2:1]([N:3]1[CH2:4][CH2:5][N:6]([C:9]2[C:18]3[C:13](=[CH:14][CH:15]=[CH:16][CH:17]=3)[CH:12]=[C:11]([C:19]3[CH:20]=[CH:21][C:22]([CH2:25][CH2:26][C:27]([OH:29])([CH3:30])[CH3:28])=[CH:23][CH:24]=3)[N:10]=2)[CH2:7][CH2:8]1)[CH3:2]. Given the reactants [CH2:1]([N:3]1[CH2:8][CH2:7][N:6]([C:9]2[C:18]3[C:13](=[CH:14][CH:15]=[CH:16][CH:17]=3)[CH:12]=[C:11]([C:19]3[CH:24]=[CH:23][C:22]([CH2:25][CH2:26][C:27](=[O:29])[CH3:28])=[CH:21][CH:20]=3)[N:10]=2)[CH2:5][CH2:4]1)[CH3:2].[CH3:30][Mg]Br.CCOCC.[Cl-:38].[NH4+], predict the reaction product.